This data is from Reaction yield outcomes from USPTO patents with 853,638 reactions. The task is: Predict the reaction yield, written as a fraction of the theoretical maximum amount of product (1.0 means a 100% yield; for example, 0.34 means a 34% yield). (1) The product is [F:27][C:21]1[CH:22]=[C:23]([F:26])[CH:24]=[CH:25][C:20]=1[N:16]1[C:15]([C:9]2[S:8][C:7]3[C:6]4[N:28]=[C:2]([C:32]#[C:31][CH2:30][CH2:29][OH:33])[CH:3]=[CH:4][C:5]=4[O:14][CH2:13][CH2:12][C:11]=3[CH:10]=2)=[N:19][CH:18]=[N:17]1. The reactants are Cl[C:2]1[CH:3]=[CH:4][C:5]2[O:14][CH2:13][CH2:12][C:11]3[CH:10]=[C:9]([C:15]4[N:16]([C:20]5[CH:25]=[CH:24][C:23]([F:26])=[CH:22][C:21]=5[F:27])[N:17]=[CH:18][N:19]=4)[S:8][C:7]=3[C:6]=2[N:28]=1.[CH2:29]([OH:33])[CH2:30][C:31]#[CH:32]. No catalyst specified. The yield is 0.810. (2) The reactants are [CH2:1]1[C:9]2[C:4](=[C:5]([C:10](=[O:12])[CH3:11])[CH:6]=[CH:7][CH:8]=2)[CH2:3][CH2:2]1.[Al+3].[Cl-].[Cl-].[Cl-].[Br:17]Br.O. The catalyst is C(OCC)C. The product is [Br:17][CH2:11][C:10]([C:5]1[CH:6]=[CH:7][CH:8]=[C:9]2[C:4]=1[CH2:3][CH2:2][CH2:1]2)=[O:12]. The yield is 0.638.